This data is from Reaction yield outcomes from USPTO patents with 853,638 reactions. The task is: Predict the reaction yield, written as a fraction of the theoretical maximum amount of product (1.0 means a 100% yield; for example, 0.34 means a 34% yield). (1) The reactants are Br[C:2]1[C:10]2[C:5](=[CH:6][C:7]([F:11])=[CH:8][CH:9]=2)[N:4]([S:12]([C:15]2[CH:20]=[CH:19][CH:18]=[CH:17][CH:16]=2)(=[O:14])=[O:13])[CH:3]=1.[N:21]1[CH:26]=[CH:25][CH:24]=[C:23](B(O)O)[CH:22]=1.[O-]P([O-])([O-])=O.[K+].[K+].[K+].COC1C=CC=C(OC)C=1C1C=CC=CC=1P(C1CCCCC1)C1CCCCC1. The catalyst is O1CCOCC1.O.CCOC(C)=O.C1C=CC(/C=C/C(/C=C/C2C=CC=CC=2)=O)=CC=1.C1C=CC(/C=C/C(/C=C/C2C=CC=CC=2)=O)=CC=1.C1C=CC(/C=C/C(/C=C/C2C=CC=CC=2)=O)=CC=1.[Pd].[Pd]. The product is [F:11][C:7]1[CH:6]=[C:5]2[C:10]([C:2]([C:23]3[CH:22]=[N:21][CH:26]=[CH:25][CH:24]=3)=[CH:3][N:4]2[S:12]([C:15]2[CH:20]=[CH:19][CH:18]=[CH:17][CH:16]=2)(=[O:14])=[O:13])=[CH:9][CH:8]=1. The yield is 0.200. (2) The yield is 0.750. No catalyst specified. The reactants are [S:1]([C:9]1[CH:14]=[CH:13][C:12](O)=[CH:11][CH:10]=1)C1C=CC(O)=CC=1.CN([CH:19]=[O:20])C. The product is [O:20]([C:19]1[CH:13]=[CH:12][CH:11]=[CH:10][C:9]=1[SH:1])[C:14]1[CH:13]=[CH:12][CH:11]=[CH:10][C:9]=1[SH:1]. (3) The reactants are O[C@H:2]1[C@H:9]2[C@H](O[C:7]([CH3:11])(C)[O:8]2)O[C@H]1C(O)=O.C[N:16]([C:18]([O:22]N1N=NC2C=CC=CC1=2)=[N+:19](C)C)C.[B-](F)(F)(F)F.CN1CCOCC1.N1CCOCC1. The catalyst is C1COCC1. The product is [N:16]1([C:18]([NH2:19])=[O:22])[CH2:11][CH2:7][O:8][CH2:9][CH2:2]1. The yield is 0.640. (4) The reactants are [CH3:1][N:2]([CH2:13][C:14]1([C:20]([OH:22])=[O:21])[CH2:19][CH2:18][O:17][CH2:16][CH2:15]1)S(C1C=CC(C)=CC=1)(=O)=O.[BrH:23]. The catalyst is C(O)(=O)C. The product is [BrH:23].[CH3:1][NH:2][CH2:13][C:14]1([C:20]([OH:22])=[O:21])[CH2:15][CH2:16][O:17][CH2:18][CH2:19]1. The yield is 0.360. (5) The reactants are [OH:1][C:2]1[C:3]([N+:15]([O-:17])=[O:16])=[C:4]([C:11]([O:13][CH3:14])=[O:12])[S:5][C:6]=1[C:7]([O:9][CH3:10])=[O:8].[C:18](=O)([O-])[O-].[K+].[K+].S(OC)(OC)(=O)=O. The catalyst is CC(C)=O. The product is [CH3:18][O:1][C:2]1[C:3]([N+:15]([O-:17])=[O:16])=[C:4]([C:11]([O:13][CH3:14])=[O:12])[S:5][C:6]=1[C:7]([O:9][CH3:10])=[O:8]. The yield is 0.450.